Task: Predict the reaction yield, written as a fraction of the theoretical maximum amount of product (1.0 means a 100% yield; for example, 0.34 means a 34% yield).. Dataset: Reaction yield outcomes from USPTO patents with 853,638 reactions The reactants are [CH3:1][O:2][C:3]1[CH:4]=[C:5]([CH:10]=[CH:11][C:12]=1[C:13]1[O:17][C:16]([CH3:18])=[N:15][CH:14]=1)[C:6]([O:8]C)=[O:7].[OH-].[Na+].Cl. The catalyst is CO. The product is [CH3:1][O:2][C:3]1[CH:4]=[C:5]([CH:10]=[CH:11][C:12]=1[C:13]1[O:17][C:16]([CH3:18])=[N:15][CH:14]=1)[C:6]([OH:8])=[O:7]. The yield is 0.830.